From a dataset of Forward reaction prediction with 1.9M reactions from USPTO patents (1976-2016). Predict the product of the given reaction. (1) Given the reactants [C@H]1(C[N:12]2[CH2:17][CH2:16][CH:15]([NH:18][C:19]([C:21]3[NH:22][C:23]4[C:28]([CH:29]=3)=[C:27]([O:30][CH2:31][C:32]3[C:36]5[CH:37]=[CH:38][C:39]([O:41][CH3:42])=[CH:40][C:35]=5[O:34][CH:33]=3)[CH:26]=[CH:25][CH:24]=4)=[O:20])[CH2:14][CH2:13]2)[C@@H]2N(CCCC2)CCC1.Cl.Cl.Cl.[N:46]1([CH2:53][CH2:54]N2CCC(N)CC2)[CH2:52][CH2:51][CH2:50][CH2:49][CH2:48][CH2:47]1, predict the reaction product. The product is: [N:46]1([CH2:53][CH2:54][N:12]2[CH2:13][CH2:14][CH:15]([NH:18][C:19]([C:21]3[NH:22][C:23]4[C:28]([CH:29]=3)=[C:27]([O:30][CH2:31][C:32]3[C:36]5[CH:37]=[CH:38][C:39]([O:41][CH3:42])=[CH:40][C:35]=5[O:34][CH:33]=3)[CH:26]=[CH:25][CH:24]=4)=[O:20])[CH2:16][CH2:17]2)[CH2:52][CH2:51][CH2:50][CH2:49][CH2:48][CH2:47]1. (2) Given the reactants [N:1]1([S:5]([NH2:8])(=[O:7])=[O:6])[CH2:4][CH2:3][CH2:2]1.C1(P(C2CCCCC2)C2C=CC=CC=2C2C(C(C)C)=CC(C(C)C)=CC=2C(C)C)CCCCC1.C(=O)([O-])[O-].[Cs+].[Cs+].Cl[C:50]1[CH:55]=[C:54]([O:56][C:57]([C@@H:60]2[CH2:64][O:63][C:62]([CH3:66])([CH3:65])[O:61]2)([CH3:59])[CH3:58])[N:53]=[C:52]([S:67][CH2:68][C:69]2[CH:74]=[CH:73][CH:72]=[C:71]([F:75])[C:70]=2[F:76])[N:51]=1, predict the reaction product. The product is: [F:76][C:70]1[C:71]([F:75])=[CH:72][CH:73]=[CH:74][C:69]=1[CH2:68][S:67][C:52]1[N:51]=[C:50]([NH:8][S:5]([N:1]2[CH2:4][CH2:3][CH2:2]2)(=[O:7])=[O:6])[CH:55]=[C:54]([O:56][C:57]([C@@H:60]2[CH2:64][O:63][C:62]([CH3:66])([CH3:65])[O:61]2)([CH3:59])[CH3:58])[N:53]=1. (3) Given the reactants [NH2:1][C:2]1[CH:9]=[C:8](Cl)[C:5]([C:6]#[N:7])=[CH:4][N:3]=1.[O:11]1[CH2:15][CH2:14][CH2:13][CH:12]1[CH2:16][OH:17].CC(N(C)C)=O.[H-].[Na+], predict the reaction product. The product is: [NH2:1][C:2]1[CH:9]=[C:8]([O:17][CH2:16][CH:12]2[CH2:13][CH2:14][CH2:15][O:11]2)[C:5]([C:6]#[N:7])=[CH:4][N:3]=1. (4) Given the reactants Cl[C:2]([SiH3:5])(Cl)Cl.[Si:6]([O:13][C:14]1[CH:21]=[CH:20][CH:19]=[CH:18][C:15]=1[CH2:16]Br)([C:9]([CH3:12])([CH3:11])[CH3:10])([CH3:8])[CH3:7].[Mg], predict the reaction product. The product is: [Si:6]([O:13][C:14]1[CH:21]=[CH:20][CH:19]=[CH:18][C:15]=1[CH2:16][C:2]([SiH3:5])([CH2:16][C:15]1[CH:18]=[CH:19][CH:20]=[CH:21][C:14]=1[O:13][Si:6]([C:9]([CH3:12])([CH3:11])[CH3:10])([CH3:8])[CH3:7])[CH2:16][C:15]1[CH:18]=[CH:19][CH:20]=[CH:21][C:14]=1[O:13][Si:6]([C:9]([CH3:12])([CH3:10])[CH3:11])([CH3:8])[CH3:7])([C:9]([CH3:12])([CH3:11])[CH3:10])([CH3:8])[CH3:7]. (5) Given the reactants C(OC([NH:8][CH2:9][CH2:10][CH2:11][N:12]1[C:16]2[CH:17]=[CH:18][C:19]([C:21]([OH:23])=O)=[CH:20][C:15]=2[N:14]=[CH:13]1)=O)(C)(C)C.[NH2:24][C:25]1[S:26][CH:27]=[CH:28][N:29]=1, predict the reaction product. The product is: [S:26]1[CH:27]=[CH:28][N:29]=[C:25]1[NH:24][C:21]([C:19]1[CH:18]=[CH:17][C:16]2[N:12]([CH2:11][CH2:10][CH2:9][NH2:8])[CH:13]=[N:14][C:15]=2[CH:20]=1)=[O:23]. (6) Given the reactants F[C:2]1[C:11]([CH2:12][C:13]([OH:15])=[O:14])=[C:10]([F:16])[CH:9]=[C:8]2[C:3]=1[CH:4]=[CH:5][CH:6]=[N:7]2.OS(O)(=O)=O.[CH3:22]O, predict the reaction product. The product is: [CH3:22][O:15][C:13](=[O:14])[CH2:12][C:11]1[CH:2]=[C:3]2[C:8](=[CH:9][C:10]=1[F:16])[N:7]=[CH:6][CH:5]=[CH:4]2. (7) Given the reactants [Cl:1][C:2]1[CH:22]=[CH:21][C:5]([CH2:6][N:7]([O:19][CH3:20])[C:8](=[O:18])[CH:9]=[C:10]2[C:14](=[O:15])[O:13][C:12](C)(C)[O:11]2)=[CH:4][CH:3]=1, predict the reaction product. The product is: [CH3:12][O:13][C:14](=[O:15])[C:10]([OH:11])=[CH:9][C:8](=[O:18])[N:7]([CH2:6][C:5]1[CH:4]=[CH:3][C:2]([Cl:1])=[CH:22][CH:21]=1)[O:19][CH3:20]. (8) Given the reactants [C:1]1([C:7]2[CH:16]=[CH:15][CH:14]=[C:13]3[C:8]=2[C:9]([NH:25][CH2:26][C:27]2[CH:32]=[CH:31][CH:30]=[CH:29][N:28]=2)=[N:10][C:11]([C:17]2[CH:18]=[N:19][CH:20]=[C:21]([CH:24]=2)[CH:22]=[O:23])=[N:12]3)[CH:6]=[CH:5][CH:4]=[CH:3][CH:2]=1.[BH4-].[Na+].[Cl-].[NH4+], predict the reaction product. The product is: [C:1]1([C:7]2[CH:16]=[CH:15][CH:14]=[C:13]3[C:8]=2[C:9]([NH:25][CH2:26][C:27]2[CH:32]=[CH:31][CH:30]=[CH:29][N:28]=2)=[N:10][C:11]([C:17]2[CH:24]=[C:21]([CH2:22][OH:23])[CH:20]=[N:19][CH:18]=2)=[N:12]3)[CH:2]=[CH:3][CH:4]=[CH:5][CH:6]=1.